Task: Predict the reactants needed to synthesize the given product.. Dataset: Full USPTO retrosynthesis dataset with 1.9M reactions from patents (1976-2016) (1) Given the product [Br:1][CH2:2][C:3]1[CH:4]=[C:5]([CH:6]=[CH:7][CH:8]=1)[O:9][C:10]([NH:31][CH2:32][C:33]1([CH2:39][C:40]([OH:42])=[O:41])[CH2:38][CH2:37][CH2:36][CH2:35][CH2:34]1)=[O:11], predict the reactants needed to synthesize it. The reactants are: [Br:1][CH2:2][C:3]1[CH:4]=[C:5]([OH:9])[CH:6]=[CH:7][CH:8]=1.[C:10](=O)(OC(Cl)(Cl)Cl)[O:11]C(Cl)(Cl)Cl.C(N(C(C)C)CC)(C)C.[NH2:31][CH2:32][C:33]1([CH2:39][C:40]([OH:42])=[O:41])[CH2:38][CH2:37][CH2:36][CH2:35][CH2:34]1. (2) The reactants are: C[O:2][C:3]([C:5]1[CH:10]=[CH:9][CH:8]=[C:7]([C:11]2[CH:12]=[N:13][N:14]([CH2:16][CH2:17][CH2:18][S:19][CH2:20][CH2:21][NH:22][C:23]([O:25][C:26]([CH3:29])([CH3:28])[CH3:27])=[O:24])[CH:15]=2)[N:6]=1)=[O:4].O.[OH-].[Li+:32]. Given the product [C:26]([O:25][C:23]([NH:22][CH2:21][CH2:20][S:19][CH2:18][CH2:17][CH2:16][N:14]1[CH:15]=[C:11]([C:7]2[N:6]=[C:5]([C:3]([O-:4])=[O:2])[CH:10]=[CH:9][CH:8]=2)[CH:12]=[N:13]1)=[O:24])([CH3:29])([CH3:27])[CH3:28].[Li+:32], predict the reactants needed to synthesize it. (3) Given the product [CH:32]1([CH2:31][O:30][C:22]2[CH:23]=[C:24]([F:29])[C:25]([O:27][CH3:28])=[CH:26][C:21]=2[C:20]2[CH:19]=[CH:18][N:17]=[C:16]3[C:12]([C:10]([NH:9][C@H:6]4[CH2:7][CH2:8][C@H:3]([NH:2][C:39](=[O:40])[CH2:38][O:37][CH3:36])[CH2:4][CH2:5]4)=[O:11])=[C:13]([CH3:35])[NH:14][C:15]=23)[CH2:33][CH2:34]1, predict the reactants needed to synthesize it. The reactants are: Cl.[NH2:2][C@H:3]1[CH2:8][CH2:7][C@H:6]([NH:9][C:10]([C:12]2[C:16]3=[N:17][CH:18]=[CH:19][C:20]([C:21]4[CH:26]=[C:25]([O:27][CH3:28])[C:24]([F:29])=[CH:23][C:22]=4[O:30][CH2:31][CH:32]4[CH2:34][CH2:33]4)=[C:15]3[NH:14][C:13]=2[CH3:35])=[O:11])[CH2:5][CH2:4]1.[CH3:36][O:37][CH2:38][C:39](Cl)=[O:40]. (4) Given the product [C:35]([CH2:36][N:19]1[CH2:20][CH2:21][N:16]([CH2:15][CH2:14][O:13][C:12]2[CH:11]=[C:10]3[C:5]([C:6]([O:22][C:23]4[CH:24]=[C:25]5[C:29](=[CH:30][CH:31]=4)[NH:28][C:27]([CH3:32])=[CH:26]5)=[N:7][CH:8]=[N:9]3)=[CH:4][C:3]=2[O:2][CH3:1])[CH2:17][CH2:18]1)(=[O:37])[CH3:34], predict the reactants needed to synthesize it. The reactants are: [CH3:1][O:2][C:3]1[CH:4]=[C:5]2[C:10](=[CH:11][C:12]=1[O:13][CH2:14][CH2:15][N:16]1[CH2:21][CH2:20][NH:19][CH2:18][CH2:17]1)[N:9]=[CH:8][N:7]=[C:6]2[O:22][C:23]1[CH:24]=[C:25]2[C:29](=[CH:30][CH:31]=1)[NH:28][C:27]([CH3:32])=[CH:26]2.Cl[CH2:34][C:35](=[O:37])[CH3:36].C(=O)([O-])[O-].[K+].[K+]. (5) Given the product [F:1][C:2]([F:7])([F:6])[C:3]([OH:5])=[O:4].[C:39]([NH:43][C:33]([C:31]1[N:32]=[C:28]([CH2:27][N:24]2[CH2:25][CH2:26][N:21]([C:19]([C:18]3[CH:36]=[CH:37][C:15]([NH:14][C:13]([NH:12][CH:8]4[CH2:9][CH2:10][CH2:11]4)=[O:38])=[CH:16][CH:17]=3)=[O:20])[CH2:22][CH2:23]2)[O:29][CH:30]=1)=[O:35])([CH3:42])([CH3:41])[CH3:40], predict the reactants needed to synthesize it. The reactants are: [F:1][C:2]([F:7])([F:6])[C:3]([OH:5])=[O:4].[CH:8]1([NH:12][C:13](=[O:38])[NH:14][C:15]2[CH:37]=[CH:36][C:18]([C:19]([N:21]3[CH2:26][CH2:25][N:24]([CH2:27][C:28]4[O:29][CH:30]=[C:31]([C:33]([OH:35])=O)[N:32]=4)[CH2:23][CH2:22]3)=[O:20])=[CH:17][CH:16]=2)[CH2:11][CH2:10][CH2:9]1.[C:39]([NH2:43])([CH3:42])([CH3:41])[CH3:40].C(N(CC)C(C)C)(C)C. (6) Given the product [CH2:1]([C:5]1[N:6]=[C:7]([CH3:27])[N:8]([C:42]2[CH:43]=[C:44]3[C:39](=[CH:40][CH:41]=2)[CH2:38][CH2:37][CH:36]3[O:35][Si:28]([C:31]([CH3:34])([CH3:33])[CH3:32])([CH3:29])[CH3:30])[C:9](=[O:26])[C:10]=1[CH2:11][C:12]1[CH:17]=[CH:16][C:15]([C:18]2[C:19]([C:24]#[N:25])=[CH:20][CH:21]=[CH:22][CH:23]=2)=[CH:14][CH:13]=1)[CH2:2][CH2:3][CH3:4], predict the reactants needed to synthesize it. The reactants are: [CH2:1]([C:5]1[N:6]=[C:7]([CH3:27])[NH:8][C:9](=[O:26])[C:10]=1[CH2:11][C:12]1[CH:17]=[CH:16][C:15]([C:18]2[C:19]([C:24]#[N:25])=[CH:20][CH:21]=[CH:22][CH:23]=2)=[CH:14][CH:13]=1)[CH2:2][CH2:3][CH3:4].[Si:28]([O:35][CH:36]1[C:44]2[C:39](=[CH:40][CH:41]=[C:42](B(O)O)[CH:43]=2)[CH2:38][CH2:37]1)([C:31]([CH3:34])([CH3:33])[CH3:32])([CH3:30])[CH3:29].C(N(CC)CC)C.N1C=CC=CC=1. (7) Given the product [C:25]([C@@H:24]([NH:23][C:5]([C@@H:4]([NH:8][C:9]([N:11]1[CH2:17][CH2:16][CH2:15][O:14][CH2:13][CH2:12]1)=[O:10])[CH2:3][C:2]([F:1])([F:21])[CH2:18][CH2:19][CH3:20])=[O:7])[CH2:27][CH3:28])#[N:26], predict the reactants needed to synthesize it. The reactants are: [F:1][C:2]([F:21])([CH2:18][CH2:19][CH3:20])[CH2:3][CH:4]([NH:8][C:9]([N:11]1[CH2:17][CH2:16][CH2:15][O:14][CH2:13][CH2:12]1)=[O:10])[C:5]([OH:7])=O.Cl.[NH2:23][C@@H:24]([CH2:27][CH3:28])[C:25]#[N:26]. (8) Given the product [N:17]([CH2:2][CH2:3][CH2:4][C:5]([N:7]1[CH2:12][CH2:11][N:10]([S:13]([CH3:16])(=[O:15])=[O:14])[CH2:9][CH2:8]1)=[O:6])=[N+:18]=[N-:19], predict the reactants needed to synthesize it. The reactants are: Cl[CH2:2][CH2:3][CH2:4][C:5]([N:7]1[CH2:12][CH2:11][N:10]([S:13]([CH3:16])(=[O:15])=[O:14])[CH2:9][CH2:8]1)=[O:6].[N-:17]=[N+:18]=[N-:19].[Na+]. (9) Given the product [CH2:22]([C:19]1[CH:20]=[CH:21][C:16]([C:8]2[C:7]([CH2:6][O:5][C:30]3[C:29]([F:32])=[CH:28][C:27]([CH2:33][CH2:34][C:35]([O:37][C:38]([CH3:40])([CH3:39])[CH3:41])=[O:36])=[CH:26][C:25]=3[F:24])=[C:11]([C:12]([F:15])([F:14])[F:13])[S:10][N:9]=2)=[CH:17][CH:18]=1)[CH3:23], predict the reactants needed to synthesize it. The reactants are: CS([O:5][CH2:6][C:7]1[C:8]([C:16]2[CH:21]=[CH:20][C:19]([CH2:22][CH3:23])=[CH:18][CH:17]=2)=[N:9][S:10][C:11]=1[C:12]([F:15])([F:14])[F:13])(=O)=O.[F:24][C:25]1[CH:26]=[C:27]([CH2:33][CH2:34][C:35]([O:37][C:38]([CH3:41])([CH3:40])[CH3:39])=[O:36])[CH:28]=[C:29]([F:32])[C:30]=1O.C(=O)([O-])[O-].[K+].[K+]. (10) Given the product [N:11]1[CH:10]=[CH:9][CH:8]=[CH:13][C:12]=1[S:14][S:1][CH2:2][CH2:3][CH2:4][C:5]([OH:7])=[O:6], predict the reactants needed to synthesize it. The reactants are: [SH:1][CH2:2][CH2:3][CH2:4][C:5]([OH:7])=[O:6].[CH:8]1[CH:13]=[C:12]([S:14][S:14][C:12]2[N:11]=[CH:10][CH:9]=[CH:8][CH:13]=2)[N:11]=[CH:10][CH:9]=1.C(O)(=O)C.